The task is: Regression/Classification. Given a drug SMILES string, predict its absorption, distribution, metabolism, or excretion properties. Task type varies by dataset: regression for continuous measurements (e.g., permeability, clearance, half-life) or binary classification for categorical outcomes (e.g., BBB penetration, CYP inhibition). Dataset: cyp2c19_veith.. This data is from CYP2C19 inhibition data for predicting drug metabolism from PubChem BioAssay. The molecule is COc1cc(/C=C2/C(=N)N3C=CSC3=NC2=O)ccc1OCCCOc1c(C)cccc1C. The result is 1 (inhibitor).